From a dataset of CYP2D6 inhibition data for predicting drug metabolism from PubChem BioAssay. Regression/Classification. Given a drug SMILES string, predict its absorption, distribution, metabolism, or excretion properties. Task type varies by dataset: regression for continuous measurements (e.g., permeability, clearance, half-life) or binary classification for categorical outcomes (e.g., BBB penetration, CYP inhibition). Dataset: cyp2d6_veith. (1) The drug is O=C(c1cccc(F)c1)N1CCC2(CC1)CN(c1cccc(-c3ccccc3)c1)C2. The result is 0 (non-inhibitor). (2) The molecule is COCCCNC(=O)c1c(NC(=O)c2cccs2)sc2c1CCCC2. The result is 0 (non-inhibitor). (3) The compound is CC(C)Nc1cc(C(F)(F)F)nc(-c2ccccn2)n1. The result is 0 (non-inhibitor). (4) The molecule is CCCc1ncc(C[n+]2ccccc2C)c(N)n1.Cl.[Cl-]. The result is 0 (non-inhibitor). (5) The molecule is O=[N+]([O-])c1cc(-c2ccc([As](=O)(O)O)cc2)ccc1[As](=O)(O)O. The result is 0 (non-inhibitor). (6) The compound is CC(C)(C)c1ccc(-c2nnc(SCc3ccc(Cl)cc3)n2-c2cccc(C(F)(F)F)c2)cc1. The result is 0 (non-inhibitor). (7) The molecule is Cc1ccc(S(=O)(=O)Nc2ccc(=O)n(Cc3ccc(Cl)c(Cl)c3)c2)cc1. The result is 1 (inhibitor). (8) The compound is CN1c2ccccc2C(C)(C)C12C=Nc1c(cc(N3CCOCC3)c3ccccc13)O2. The result is 0 (non-inhibitor). (9) The drug is COc1cccc(-c2nccc(N(C)Cc3ccco3)n2)c1. The result is 1 (inhibitor). (10) The compound is C=C(C)[C@H]1CC[C@]2(C(=O)O)CC[C@]3(C)[C@@H](CC[C@@H]4[C@]3(C)CC[C@H]3C(C)(C)[C@H](O)CC[C@]43C)[C@H]12. The result is 0 (non-inhibitor).